This data is from Peptide-MHC class II binding affinity with 134,281 pairs from IEDB. The task is: Regression. Given a peptide amino acid sequence and an MHC pseudo amino acid sequence, predict their binding affinity value. This is MHC class II binding data. The peptide sequence is EDKYFAATQFEPLAA. The MHC is HLA-DQA10301-DQB10302 with pseudo-sequence HLA-DQA10301-DQB10302. The binding affinity (normalized) is 0.459.